Predict the product of the given reaction. From a dataset of Forward reaction prediction with 1.9M reactions from USPTO patents (1976-2016). The product is: [F:45][C:44]1[CH:43]=[CH:42][CH:41]=[C:40]([F:46])[C:39]=1[C:36]1[N:35]=[CH:34][C:33]2[C:38](=[C:29]([NH:1][C:2]3[CH:3]=[N:4][CH:5]=[CH:6][C:7]=3[N:8]3[CH2:13][C@H:12]([CH3:14])[CH2:11][C@H:10]([NH:15][C:16](=[O:22])[O:17][C:18]([CH3:21])([CH3:20])[CH3:19])[CH2:9]3)[CH:30]=[CH:31][CH:32]=2)[N:37]=1. Given the reactants [NH2:1][C:2]1[CH:3]=[N:4][CH:5]=[CH:6][C:7]=1[N:8]1[CH2:13][C@H:12]([CH3:14])[CH2:11][C@H:10]([NH:15][C:16](=[O:22])[O:17][C:18]([CH3:21])([CH3:20])[CH3:19])[CH2:9]1.FC(F)(F)S(O[C:29]1[CH:30]=[CH:31][CH:32]=[C:33]2[C:38]=1[N:37]=[C:36]([C:39]1[C:44]([F:45])=[CH:43][CH:42]=[CH:41][C:40]=1[F:46])[N:35]=[CH:34]2)(=O)=O.C1C=CC(P(C2C(C3C(P(C4C=CC=CC=4)C4C=CC=CC=4)=CC=C4C=3C=CC=C4)=C3C(C=CC=C3)=CC=2)C2C=CC=CC=2)=CC=1.C(=O)([O-])[O-].[Cs+].[Cs+], predict the reaction product.